Predict the product of the given reaction. From a dataset of Forward reaction prediction with 1.9M reactions from USPTO patents (1976-2016). (1) Given the reactants [N:1]([CH:4]1[CH2:10][CH:9]2[O:11][CH:5]1[CH2:6][N:7]([C:12]1[N:13]([CH3:20])[N:14]=[CH:15][C:16]=1[N+:17]([O-:19])=[O:18])[CH2:8]2)=[N+]=[N-].CP(C)C.C(N(CC)CC)C.[C:32](O[C:32]([O:34][C:35]([CH3:38])([CH3:37])[CH3:36])=[O:33])([O:34][C:35]([CH3:38])([CH3:37])[CH3:36])=[O:33], predict the reaction product. The product is: [CH3:20][N:13]1[C:12]([N:7]2[CH2:6][CH:5]3[O:11][CH:9]([CH2:10][CH:4]3[NH:1][C:32](=[O:33])[O:34][C:35]([CH3:38])([CH3:37])[CH3:36])[CH2:8]2)=[C:16]([N+:17]([O-:19])=[O:18])[CH:15]=[N:14]1. (2) Given the reactants [NH2:1][C:2]1[CH:11]=[C:10]2[C:5]([CH:6]=[C:7]([C:15]3[C:16]([CH3:32])=[CH:17][C:18]([F:31])=[C:19]([NH:21][C:22]([NH:24][C:25]4[CH:30]=[CH:29][CH:28]=[CH:27][CH:26]=4)=[O:23])[CH:20]=3)[C:8](=[O:14])[N:9]2[CH2:12][CH3:13])=[CH:4][N:3]=1.Cl[C:34]([O:36][C:37]([CH3:39])=[CH2:38])=[O:35].O, predict the reaction product. The product is: [CH2:12]([N:9]1[C:10]2[C:5](=[CH:4][N:3]=[C:2]([NH:1][C:34](=[O:35])[O:36][C:37]([CH3:39])=[CH2:38])[CH:11]=2)[CH:6]=[C:7]([C:15]2[CH:20]=[C:19]([NH:21][C:22]([NH:24][C:25]3[CH:26]=[CH:27][CH:28]=[CH:29][CH:30]=3)=[O:23])[C:18]([F:31])=[CH:17][C:16]=2[CH3:32])[C:8]1=[O:14])[CH3:13]. (3) The product is: [F:33][C:34]([F:39])([F:38])[C:35]([OH:37])=[O:36].[F:32][C:6]1[CH:5]=[C:4]([C:1]([NH2:2])=[O:3])[C:12]2[N:11]=[C:10]([C:13]3[CH:18]=[CH:17][C:16]([CH:19]4[CH2:20][CH2:21][NH:22][CH2:23][CH2:24]4)=[CH:15][CH:14]=3)[NH:9][C:8]=2[CH:7]=1. Given the reactants [C:1]([C:4]1[C:12]2[N:11]=[C:10]([C:13]3[CH:18]=[CH:17][C:16]([CH:19]4[CH2:24][CH2:23][N:22](C(OC(C)(C)C)=O)[CH2:21][CH2:20]4)=[CH:15][CH:14]=3)[NH:9][C:8]=2[CH:7]=[C:6]([F:32])[CH:5]=1)(=[O:3])[NH2:2].[F:33][C:34]([F:39])([F:38])[C:35]([OH:37])=[O:36], predict the reaction product. (4) The product is: [CH2:31]([NH:33][C:12]1[N:13]=[C:8]([C:5]2[CH:6]=[CH:7][C:2]([F:1])=[CH:3][C:4]=2[CH3:30])[C:9]2[CH:21]=[CH:20][C:19](=[O:22])[N:18]([C:23]3[CH:28]=[CH:27][CH:26]=[CH:25][C:24]=3[CH3:29])[C:10]=2[N:11]=1)[CH3:32]. Given the reactants [F:1][C:2]1[CH:7]=[CH:6][C:5]([C:8]2[C:9]3[CH:21]=[CH:20][C:19](=[O:22])[N:18]([C:23]4[CH:28]=[CH:27][CH:26]=[CH:25][C:24]=4[CH3:29])[C:10]=3[N:11]=[C:12](S(C)(=O)=O)[N:13]=2)=[C:4]([CH3:30])[CH:3]=1.[CH2:31]([NH2:33])[CH3:32], predict the reaction product.